Dataset: Full USPTO retrosynthesis dataset with 1.9M reactions from patents (1976-2016). Task: Predict the reactants needed to synthesize the given product. (1) The reactants are: COC(C1C=C(O)C2C(=C(OCC3C=CC=CC=3)C=CC=2)N=1)=O.C[O:25][C:26]([C:28]1[CH:37]=[C:36]([OH:38])[C:35]2[C:30](=[C:31]([NH2:45])[CH:32]=[CH:33][C:34]=2[C:39]2[CH:44]=[CH:43][CH:42]=[CH:41][CH:40]=2)[N:29]=1)=[O:27]. Given the product [C:39]1([C:34]2[CH:33]=[CH:32][C:31]([NH2:45])=[C:30]3[C:35]=2[C:36]([OH:38])=[CH:37][C:28]([C:26]([OH:27])=[O:25])=[N:29]3)[CH:40]=[CH:41][CH:42]=[CH:43][CH:44]=1, predict the reactants needed to synthesize it. (2) Given the product [CH:7]1([NH:13][C:14]([NH:16][C:17]2[CH:22]=[CH:21][CH:20]=[C:19]([CH2:23][O:24][CH2:25][CH2:26][O:27][CH2:28][CH2:29][CH2:30][CH2:31][CH2:32][CH2:33][NH:34][CH2:38][C@@H:37]([C:39]3[CH:50]=[CH:49][C:42]4[O:43][C:44]([CH3:47])([CH3:48])[O:45][CH2:46][C:41]=4[CH:40]=3)[OH:36])[CH:18]=2)=[O:15])[CH2:8][CH2:9][CH2:10][CH2:11][CH2:12]1, predict the reactants needed to synthesize it. The reactants are: C[Si](C)(C)[O-].[K+].[CH:7]1([NH:13][C:14]([NH:16][C:17]2[CH:22]=[CH:21][CH:20]=[C:19]([CH2:23][O:24][CH2:25][CH2:26][O:27][CH2:28][CH2:29][CH2:30][CH2:31][CH2:32][CH2:33][N:34]3[CH2:38][C@@H:37]([C:39]4[CH:50]=[CH:49][C:42]5[O:43][C:44]([CH3:48])([CH3:47])[O:45][CH2:46][C:41]=5[CH:40]=4)[O:36]C3=O)[CH:18]=2)=[O:15])[CH2:12][CH2:11][CH2:10][CH2:9][CH2:8]1.P([O-])([O-])([O-])=O. (3) Given the product [N:11]1[C:10]2[NH:14][CH:15]=[CH:16][C:9]=2[C:8]([N:5]2[CH2:6][CH2:7][C@@H:3]([N:2]([CH3:1])[S:25]([C:22]3[CH:21]=[CH:20][C:19]([C:17]#[N:18])=[CH:24][CH:23]=3)(=[O:27])=[O:26])[CH2:4]2)=[N:13][CH:12]=1, predict the reactants needed to synthesize it. The reactants are: [CH3:1][NH:2][C@@H:3]1[CH2:7][CH2:6][N:5]([C:8]2[C:9]3[CH:16]=[CH:15][NH:14][C:10]=3[N:11]=[CH:12][N:13]=2)[CH2:4]1.[C:17]([C:19]1[CH:24]=[CH:23][C:22]([S:25](Cl)(=[O:27])=[O:26])=[CH:21][CH:20]=1)#[N:18].CCN(C(C)C)C(C)C. (4) Given the product [Br:12][CH2:1][C:2]1[S:3][CH:4]=[C:5]([C:7]([O:9][CH2:10][CH3:11])=[O:8])[N:6]=1, predict the reactants needed to synthesize it. The reactants are: [CH3:1][C:2]1[S:3][CH:4]=[C:5]([C:7]([O:9][CH2:10][CH3:11])=[O:8])[N:6]=1.[Br:12]N1C(=O)CCC1=O.N(C(C)(C)C#N)=NC(C)(C)C#N. (5) Given the product [Br:22][C:2]1[S:3][N:4]=[C:5]2[CH:10]=[C:9]([Br:11])[CH:8]=[N:7][C:6]=12, predict the reactants needed to synthesize it. The reactants are: N[C:2]1[S:3][N:4]=[C:5]2[CH:10]=[C:9]([Br:11])[CH:8]=[N:7][C:6]=12.N([O-])=O.[Na+].C(=O)([O-])[O-].[K+].[K+].[BrH:22]. (6) Given the product [F:44][C@H:45]1[CH2:47][C@H:46]1[C:48]([NH:18][C:13]1[N:14]=[CH:15][C:16]2[C:11]([CH:12]=1)=[CH:10][N:9]=[C:8]([C:4]1[CH:5]=[N:6][CH:7]=[C:2]([F:1])[C:3]=1[CH3:19])[CH:17]=2)=[O:49], predict the reactants needed to synthesize it. The reactants are: [F:1][C:2]1[C:3]([CH3:19])=[C:4]([C:8]2[CH:17]=[C:16]3[C:11]([CH:12]=[C:13]([NH2:18])[N:14]=[CH:15]3)=[CH:10][N:9]=2)[CH:5]=[N:6][CH:7]=1.CN(C(ON1N=NC2C=CC=NC1=2)=[N+](C)C)C.F[P-](F)(F)(F)(F)F.[F:44][C@H:45]1[CH2:47][C@H:46]1[C:48](O)=[O:49].C(N(CC)C(C)C)(C)C. (7) Given the product [C:55]([O:58][CH:24]1[CH2:23][CH2:22][CH2:21][CH2:20][CH2:19][CH2:18][CH:15]([O:29][Si:30]([CH2:31][CH3:32])([CH2:33][CH3:34])[CH2:35][CH3:36])[CH:28]=[CH:27][CH2:26][CH2:25]1)(=[O:57])[CH3:56], predict the reactants needed to synthesize it. The reactants are: OC(CCCC#C)CCCCCC=O.[CH:15]1([O:29][Si:30]([CH2:35][CH3:36])([CH2:33][CH3:34])[CH2:31][CH3:32])[CH2:28][CH2:27][CH2:26][CH2:25][CH2:24][CH2:23][CH2:22][CH2:21][CH2:20][CH2:19][CH2:18]C=C1.ICCC.Cl.CC(C)([O-])C.[K+].C([SiH](CC)CC)C.[C:55]([O:58]C(CCCCCCC=O)CCC#C)(=[O:57])[CH3:56]. (8) Given the product [Cl:21][C:5]1[C:6]([NH:8][C:9]2[CH:18]=[CH:17][C:16]([O:19][CH3:20])=[CH:15][C:10]=2[C:11]([NH:13][CH3:14])=[O:12])=[N:7][C:2]([NH:39][C:25]2[C:24]([O:23][CH3:22])=[CH:38][C:28]3[CH2:29][CH2:30][N:31]([CH2:34][CH2:35][O:36][CH3:37])[CH2:32][CH2:33][C:27]=3[CH:26]=2)=[N:3][CH:4]=1, predict the reactants needed to synthesize it. The reactants are: Cl[C:2]1[N:7]=[C:6]([NH:8][C:9]2[CH:18]=[CH:17][C:16]([O:19][CH3:20])=[CH:15][C:10]=2[C:11]([NH:13][CH3:14])=[O:12])[C:5]([Cl:21])=[CH:4][N:3]=1.[CH3:22][O:23][C:24]1[C:25]([NH2:39])=[CH:26][C:27]2[CH2:33][CH2:32][N:31]([CH2:34][CH2:35][O:36][CH3:37])[CH2:30][CH2:29][C:28]=2[CH:38]=1. (9) Given the product [ClH:20].[CH3:1][O:2][N:3]([CH3:19])[C:4]1[N:9]=[C:8]([NH:10][CH2:11][CH2:12][CH3:13])[N:7]=[C:6]([NH:14][CH2:15][C:16]#[C:17][CH3:18])[N:5]=1, predict the reactants needed to synthesize it. The reactants are: [CH3:1][O:2][N:3]([CH3:19])[C:4]1[N:9]=[C:8]([NH:10][CH2:11][CH2:12][CH3:13])[N:7]=[C:6]([NH:14][CH2:15][C:16]#[C:17][CH3:18])[N:5]=1.[ClH:20].C(OCC)C.